This data is from Catalyst prediction with 721,799 reactions and 888 catalyst types from USPTO. The task is: Predict which catalyst facilitates the given reaction. (1) Reactant: Cl[C:2]1[C:7]([CH3:8])=[C:6]([C:9]2[C:10]([CH3:15])=[N:11][O:12][C:13]=2[CH3:14])[N:5]=[C:4]([C:16]2[CH:17]=[C:18]([OH:26])[CH:19]=[CH:20][C:21]=2[C:22]([F:25])([F:24])[F:23])[N:3]=1.Cl.[NH2:28][CH:29]1[CH2:34][CH2:33][N:32]([C:35]([O:37][CH3:38])=[O:36])[CH2:31][CH2:30]1. Product: [CH3:15][C:10]1[C:9]([C:6]2[N:5]=[C:4]([C:16]3[CH:17]=[C:18]([OH:26])[CH:19]=[CH:20][C:21]=3[C:22]([F:25])([F:24])[F:23])[N:3]=[C:2]([NH:28][CH:29]3[CH2:30][CH2:31][N:32]([C:35]([O:37][CH3:38])=[O:36])[CH2:33][CH2:34]3)[C:7]=2[CH3:8])=[C:13]([CH3:14])[O:12][N:11]=1. The catalyst class is: 58. (2) Reactant: CN(C)/[CH:3]=[CH:4]/[CH:5]=O.[Cl:8][C:9]1[CH:14]=[CH:13][C:12]([C:15](=[O:19])[CH2:16][C:17]#[N:18])=[C:11](F)[CH:10]=1.C(O)(=[O:23])C.C(OCC)(=O)C. The catalyst class is: 3. Product: [Cl:8][C:9]1[CH:10]=[C:11]2[C:12]([C:15](=[O:19])[C:16]3[C:17]([O:23]2)=[N:18][CH:3]=[CH:4][CH:5]=3)=[CH:13][CH:14]=1. (3) Reactant: [CH3:1][C:2]([C:5]1[CH:9]=[C:8]([C:10](Cl)=[O:11])[N:7]([CH2:13][CH3:14])[N:6]=1)([CH3:4])[CH3:3].[NH2:15][C:16]1[CH:17]=[C:18]([CH:24]=[CH:25][CH:26]=1)[C:19]([O:21][CH2:22][CH3:23])=[O:20].C(N(CC)CC)C. Product: [CH3:1][C:2]([C:5]1[CH:9]=[C:8]([C:10]([NH:15][C:16]2[CH:17]=[C:18]([CH:24]=[CH:25][CH:26]=2)[C:19]([O:21][CH2:22][CH3:23])=[O:20])=[O:11])[N:7]([CH2:13][CH3:14])[N:6]=1)([CH3:4])[CH3:3]. The catalyst class is: 112. (4) Reactant: [NH2:1][C:2]1[CH:3]=[C:4]2[C:13](=[CH:14][CH:15]=1)[O:12][CH2:11][C:10]1[N:5]2[C@H:6]([CH3:17])[C:7](=[O:16])[NH:8][N:9]=1.O=[C:19]1[CH2:23][CH2:22][N:21]([C:24]([O:26][C:27]([CH3:30])([CH3:29])[CH3:28])=[O:25])[CH2:20]1.C([BH3-])#N.[Na+]. Product: [C:27]([O:26][C:24]([N:21]1[CH2:22][CH2:23][CH:19]([NH:1][C:2]2[CH:3]=[C:4]3[C:13](=[CH:14][CH:15]=2)[O:12][CH2:11][C:10]2[N:5]3[C@H:6]([CH3:17])[C:7](=[O:16])[NH:8][N:9]=2)[CH2:20]1)=[O:25])([CH3:30])([CH3:28])[CH3:29]. The catalyst class is: 15.